This data is from Reaction yield outcomes from USPTO patents with 853,638 reactions. The task is: Predict the reaction yield, written as a fraction of the theoretical maximum amount of product (1.0 means a 100% yield; for example, 0.34 means a 34% yield). (1) The reactants are C(OC([NH:8][C@H:9]1[CH2:14][CH2:13][CH2:12][N:11]([C:15]([O:17][CH2:18][C:19]2[CH:24]=[CH:23][CH:22]=[CH:21][CH:20]=2)=[O:16])[C@H:10]1[CH3:25])=O)(C)(C)C.Cl. The catalyst is CO. The product is [NH2:8][C@H:9]1[CH2:14][CH2:13][CH2:12][N:11]([C:15]([O:17][CH2:18][C:19]2[CH:24]=[CH:23][CH:22]=[CH:21][CH:20]=2)=[O:16])[C@H:10]1[CH3:25]. The yield is 1.00. (2) The reactants are Cl[C:2]1[N:7]=[CH:6][NH:5][C:4]2=[N:8][CH:9]=[CH:10][C:3]=12.[C:11]1([SH:17])[CH:16]=[CH:15][CH:14]=[CH:13][CH:12]=1. The catalyst is C(O)CCC. The product is [C:11]1([S:17][C:2]2[C:3]3[CH:10]=[CH:9][NH:8][C:4]=3[N:5]=[CH:6][N:7]=2)[CH:16]=[CH:15][CH:14]=[CH:13][CH:12]=1. The yield is 0.920. (3) The reactants are [F:1][C:2]1[CH:7]=[C:6]([CH3:8])[C:5]([N+:9]([O-:11])=[O:10])=[CH:4][C:3]=1[N+:12]([O-:14])=[O:13].CO[CH:17]([N:20]([CH3:22])[CH3:21])OC.CN(C=O)C. The catalyst is O. The product is [F:1][C:2]1[C:3]([N+:12]([O-:14])=[O:13])=[CH:4][C:5]([N+:9]([O-:11])=[O:10])=[C:6]([CH:8]=[CH:17][N:20]([CH3:22])[CH3:21])[CH:7]=1. The yield is 0.630.